This data is from NCI-60 drug combinations with 297,098 pairs across 59 cell lines. The task is: Regression. Given two drug SMILES strings and cell line genomic features, predict the synergy score measuring deviation from expected non-interaction effect. (1) Drug 1: CNC(=O)C1=CC=CC=C1SC2=CC3=C(C=C2)C(=NN3)C=CC4=CC=CC=N4. Drug 2: CNC(=O)C1=NC=CC(=C1)OC2=CC=C(C=C2)NC(=O)NC3=CC(=C(C=C3)Cl)C(F)(F)F. Cell line: EKVX. Synergy scores: CSS=13.1, Synergy_ZIP=-5.28, Synergy_Bliss=-3.12, Synergy_Loewe=-3.42, Synergy_HSA=-2.41. (2) Drug 1: CCC1(CC2CC(C3=C(CCN(C2)C1)C4=CC=CC=C4N3)(C5=C(C=C6C(=C5)C78CCN9C7C(C=CC9)(C(C(C8N6C)(C(=O)OC)O)OC(=O)C)CC)OC)C(=O)OC)O.OS(=O)(=O)O. Drug 2: C(CCl)NC(=O)N(CCCl)N=O. Cell line: U251. Synergy scores: CSS=32.1, Synergy_ZIP=-9.90, Synergy_Bliss=-3.96, Synergy_Loewe=-3.08, Synergy_HSA=-3.59. (3) Drug 1: C(=O)(N)NO. Drug 2: COC1=NC(=NC2=C1N=CN2C3C(C(C(O3)CO)O)O)N. Cell line: T-47D. Synergy scores: CSS=0.593, Synergy_ZIP=2.05, Synergy_Bliss=4.08, Synergy_Loewe=-0.0261, Synergy_HSA=1.31.